This data is from Reaction yield outcomes from USPTO patents with 853,638 reactions. The task is: Predict the reaction yield, written as a fraction of the theoretical maximum amount of product (1.0 means a 100% yield; for example, 0.34 means a 34% yield). (1) The reactants are [NH2:1][C:2]1[N:6]([C:7]2[CH:8]=[C:9]3[C:13](=[CH:14][CH:15]=2)[N:12]([C:16]([O:18][C:19]([CH3:22])([CH3:21])[CH3:20])=[O:17])[N:11]=[CH:10]3)[N:5]=[C:4]([C:23]([CH3:26])([CH3:25])[CH3:24])[CH:3]=1.[OH-].[Na+].Cl[C:30]([O:32][C:33]([CH3:35])=[CH2:34])=[O:31]. The catalyst is CCOC(C)=O. The product is [C:23]([C:4]1[CH:3]=[C:2]([NH:1][C:30]([O:32][C:33]([CH3:35])=[CH2:34])=[O:31])[N:6]([C:7]2[CH:8]=[C:9]3[C:13](=[CH:14][CH:15]=2)[N:12]([C:16]([O:18][C:19]([CH3:20])([CH3:22])[CH3:21])=[O:17])[N:11]=[CH:10]3)[N:5]=1)([CH3:26])([CH3:25])[CH3:24]. The yield is 0.870. (2) The reactants are C1(C#C)C=CC=CC=1.[C:9]([C:11]1[CH:16]=[CH:15][C:14]([F:17])=[CH:13][CH:12]=1)#[CH:10].[N:18]([C:21]1[S:22][C:23]([C:27]([NH:29][CH2:30][C:31]2[CH:36]=[CH:35][CH:34]=[CH:33][CH:32]=2)=[O:28])=[C:24]([CH3:26])[N:25]=1)=[N+:19]=[N-:20]. The yield is 0.0800. The product is [CH2:30]([NH:29][C:27]([C:23]1[S:22][C:21]([N:18]2[CH:10]=[C:9]([C:11]3[CH:16]=[CH:15][C:14]([F:17])=[CH:13][CH:12]=3)[N:20]=[N:19]2)=[N:25][C:24]=1[CH3:26])=[O:28])[C:31]1[CH:32]=[CH:33][CH:34]=[CH:35][CH:36]=1. No catalyst specified. (3) The reactants are Cl[C:2]1[CH:7]=[C:6]([O:8][CH3:9])[N:5]=[CH:4][N:3]=1.[Cl:10][C:11]1[CH:12]=[C:13]2[C:17](=[C:18](B3OC(C)(C)C(C)(C)O3)[CH:19]=1)[N:16]([CH2:29][CH2:30][O:31][CH3:32])[N:15]=[CH:14]2.C([O-])([O-])=O.[Na+].[Na+].COCCOC. The catalyst is CCO. The product is [Cl:10][C:11]1[CH:12]=[C:13]2[C:17](=[C:18]([C:2]3[CH:7]=[C:6]([O:8][CH3:9])[N:5]=[CH:4][N:3]=3)[CH:19]=1)[N:16]([CH2:29][CH2:30][O:31][CH3:32])[N:15]=[CH:14]2. The yield is 0.920. (4) The reactants are Cl.[NH:2]1[C:6]2[CH:7]=[CH:8][CH:9]=[CH:10][C:5]=2[N:4]=[C:3]1[C:11]([N:13]1[CH2:16][CH:15]([C:17]2[C:22]([C:23]3[CH2:24][CH2:25][NH:26][CH2:27][CH:28]=3)=[N:21][CH:20]=[CH:19][N:18]=2)[CH2:14]1)=[O:12].CCN(CC)CC.[C:36](Cl)(=[O:38])[CH3:37]. The catalyst is C(Cl)Cl. The product is [NH:2]1[C:6]2[CH:7]=[CH:8][CH:9]=[CH:10][C:5]=2[N:4]=[C:3]1[C:11]([N:13]1[CH2:14][CH:15]([C:17]2[C:22]([C:23]3[CH2:24][CH2:25][N:26]([C:36](=[O:38])[CH3:37])[CH2:27][CH:28]=3)=[N:21][CH:20]=[CH:19][N:18]=2)[CH2:16]1)=[O:12]. The yield is 0.900. (5) The reactants are Br[C:2]1[CH:3]=[CH:4][C:5]2[CH:9]=[C:8]([C:10]3[CH:15]=[CH:14][N:13]=[C:12]([NH:16][CH2:17][CH2:18][CH2:19][N:20]4[CH2:25][CH2:24][N:23]([CH3:26])[CH2:22][CH2:21]4)[N:11]=3)[S:7][C:6]=2[CH:27]=1.[NH:28]1[C:36]2[C:31](=[CH:32][CH:33]=[CH:34][CH:35]=2)[C:30]([CH2:37][C:38]([NH2:40])=[O:39])=[CH:29]1.CC1(C)C2C(=C(P(C3C=CC=CC=3)C3C=CC=CC=3)C=CC=2)OC2C(P(C3C=CC=CC=3)C3C=CC=CC=3)=CC=CC1=2.C(=O)([O-])[O-].[Cs+].[Cs+]. The catalyst is C1C=CC(/C=C/C(/C=C/C2C=CC=CC=2)=O)=CC=1.C1C=CC(/C=C/C(/C=C/C2C=CC=CC=2)=O)=CC=1.C1C=CC(/C=C/C(/C=C/C2C=CC=CC=2)=O)=CC=1.[Pd].[Pd].C(#N)C. The product is [NH:28]1[C:36]2[C:31](=[CH:32][CH:33]=[CH:34][CH:35]=2)[C:30]([CH2:37][C:38]([NH:40][C:2]2[CH:3]=[CH:4][C:5]3[CH:9]=[C:8]([C:10]4[CH:15]=[CH:14][N:13]=[C:12]([NH:16][CH2:17][CH2:18][CH2:19][N:20]5[CH2:25][CH2:24][N:23]([CH3:26])[CH2:22][CH2:21]5)[N:11]=4)[S:7][C:6]=3[CH:27]=2)=[O:39])=[CH:29]1. The yield is 0.260. (6) The reactants are [CH3:1][CH:2]1[N:7]([CH3:8])[CH2:6][CH2:5][N:4]([C:9]2[CH:19]=[CH:18][C:12]([C:13]([O:15]CC)=O)=[CH:11][CH:10]=2)[CH2:3]1.[CH3:20][O:21][C:22]1[CH:23]=[C:24]([CH2:30][O:31][C:32]2[CH:33]=[C:34]([NH2:37])[NH:35][N:36]=2)[CH:25]=[C:26]([O:28][CH3:29])[CH:27]=1.C[Al](C)C.C1(C)C=CC=CC=1. No catalyst specified. The product is [CH3:29][O:28][C:26]1[CH:25]=[C:24]([CH2:30][O:31][C:32]2[CH:33]=[C:34]([NH:37][C:13](=[O:15])[C:12]3[CH:11]=[CH:10][C:9]([N:4]4[CH2:5][CH2:6][N:7]([CH3:8])[CH:2]([CH3:1])[CH2:3]4)=[CH:19][CH:18]=3)[NH:35][N:36]=2)[CH:23]=[C:22]([O:21][CH3:20])[CH:27]=1. The yield is 0.431. (7) The reactants are Cl.[N+:2]([C:5]1[CH:15]=[CH:14][C:8]([O:9][CH2:10][C:11]([OH:13])=[O:12])=[CH:7][CH:6]=1)([O-:4])=[O:3].[CH2:16](O)[CH2:17][OH:18]. No catalyst specified. The product is [OH:18][CH2:17][CH2:16][O:12][C:11](=[O:13])[CH2:10][O:9][C:8]1[CH:7]=[CH:6][C:5]([N+:2]([O-:4])=[O:3])=[CH:15][CH:14]=1. The yield is 0.574.